This data is from Reaction yield outcomes from USPTO patents with 853,638 reactions. The task is: Predict the reaction yield, written as a fraction of the theoretical maximum amount of product (1.0 means a 100% yield; for example, 0.34 means a 34% yield). (1) The reactants are C(=O)([O-])[O-].[K+].[K+].[CH2:7](I)[CH3:8].CS(C)=O.Br.[Br:15][C:16]1[CH:17]=[N:18][C:19]([OH:22])=[N:20][CH:21]=1. The catalyst is O. The product is [Br:15][C:16]1[CH:17]=[N:18][C:19](=[O:22])[N:20]([CH2:7][CH3:8])[CH:21]=1. The yield is 0.600. (2) The reactants are [NH2:1][C:2]1[C:7]([CH3:8])=[CH:6][C:5](Br)=[CH:4][N:3]=1.[Cl:10][C:11]1[CH:16]=[CH:15][C:14](B(O)O)=[CH:13][CH:12]=1. No catalyst specified. The product is [Cl:10][C:11]1[CH:16]=[CH:15][C:14]([C:5]2[CH:6]=[C:7]([CH3:8])[C:2]([NH2:1])=[N:3][CH:4]=2)=[CH:13][CH:12]=1. The yield is 0.830. (3) The reactants are [OH:1][C:2]1[CH:15]=[CH:14][C:5]([C:6]([C:8]2[CH:13]=[CH:12][CH:11]=[CH:10][CH:9]=2)=[O:7])=[CH:4][CH:3]=1.C(=O)([O-])[O-].[K+].[K+].[CH3:22][O:23][C:24]([C:26]1[O:27][C:28]([CH2:31]Cl)=[CH:29][CH:30]=1)=[O:25]. The catalyst is CN(C=O)C. The product is [C:6]([C:5]1[CH:4]=[CH:3][C:2]([O:1][CH2:31][C:28]2[O:27][C:26]([C:24]([O:23][CH3:22])=[O:25])=[CH:30][CH:29]=2)=[CH:15][CH:14]=1)(=[O:7])[C:8]1[CH:13]=[CH:12][CH:11]=[CH:10][CH:9]=1. The yield is 0.982. (4) The reactants are [CH:1]1([O:6][CH2:7][CH2:8][O:9][C:10]2[CH:37]=[CH:36][C:13]([O:14][CH2:15][CH:16]([OH:35])[CH2:17][NH:18][CH2:19][CH2:20][NH:21][C:22](=[O:34])[NH:23][C:24]3[CH:33]=[CH:32][C:27]([C:28]([O:30]C)=[O:29])=[CH:26][CH:25]=3)=[CH:12][CH:11]=2)[CH2:5][CH2:4][CH2:3][CH2:2]1.[ClH:38]. No catalyst specified. The product is [ClH:38].[CH:1]1([O:6][CH2:7][CH2:8][O:9][C:10]2[CH:11]=[CH:12][C:13]([O:14][CH2:15][CH:16]([OH:35])[CH2:17][NH:18][CH2:19][CH2:20][NH:21][C:22](=[O:34])[NH:23][C:24]3[CH:25]=[CH:26][C:27]([C:28]([OH:30])=[O:29])=[CH:32][CH:33]=3)=[CH:36][CH:37]=2)[CH2:2][CH2:3][CH2:4][CH2:5]1. The yield is 0.740. (5) The reactants are [Cl:1][C:2]1[C:10]([F:11])=[CH:9][C:8]2[NH:7][C:6]3[CH2:12][CH2:13][N:14]([CH3:16])[CH2:15][C:5]=3[C:4]=2[CH:3]=1.[OH-].[K+].[F:19][C:20]([F:30])([F:29])[C:21]1[CH:26]=[CH:25][C:24]([CH:27]=[CH2:28])=[CH:23][N:22]=1. The catalyst is CN1CCCC1=O.O. The product is [Cl:1][C:2]1[C:10]([F:11])=[CH:9][C:8]2[N:7]([CH2:28][CH2:27][C:24]3[CH:23]=[N:22][C:21]([C:20]([F:30])([F:19])[F:29])=[CH:26][CH:25]=3)[C:6]3[CH2:12][CH2:13][N:14]([CH3:16])[CH2:15][C:5]=3[C:4]=2[CH:3]=1. The yield is 0.120. (6) The reactants are Br[C:2]1[CH:3]=[CH:4][C:5]2[N:6]([C:8]([C:11]([O:13][CH2:14][CH3:15])=[O:12])=[CH:9][N:10]=2)[CH:7]=1.[CH:16]([B-](F)(F)F)=[CH2:17].[K+].C(N(CC)CC)C. The catalyst is C1C=CC(P(C2C=CC=CC=2)[C-]2C=CC=C2)=CC=1.C1C=CC(P(C2C=CC=CC=2)[C-]2C=CC=C2)=CC=1.Cl[Pd]Cl.[Fe+2].C(Cl)Cl.C(O)CC. The product is [CH:16]([C:2]1[CH:3]=[CH:4][C:5]2[N:6]([C:8]([C:11]([O:13][CH2:14][CH3:15])=[O:12])=[CH:9][N:10]=2)[CH:7]=1)=[CH2:17]. The yield is 0.920.